Predict the reaction yield, written as a fraction of the theoretical maximum amount of product (1.0 means a 100% yield; for example, 0.34 means a 34% yield). From a dataset of Reaction yield outcomes from USPTO patents with 853,638 reactions. (1) The reactants are [N+](=[CH:3][Si](C)(C)C)=[N-].[F:8][C:9]1[CH:10]=[C:11]([NH:20][C:21]([C@@H:23]2[N:32]([C:33]([C@@H:35]3[CH2:38][C@H:37]([C:39]([OH:41])=[O:40])[CH2:36]3)=[O:34])[CH2:31][CH2:30][C:29]3[N:28]=[C:27]([O:42][CH3:43])[CH:26]=[CH:25][C:24]2=3)=[O:22])[CH:12]=[C:13]2[C:17]=1[C:16]([CH3:19])([CH3:18])[CH2:15][CH2:14]2.O.C(OCC)(=O)C. The catalyst is C1COCC1.CO. The product is [F:8][C:9]1[CH:10]=[C:11]([NH:20][C:21]([C@@H:23]2[N:32]([C:33]([C@@H:35]3[CH2:38][C@H:37]([C:39]([O:41][CH3:3])=[O:40])[CH2:36]3)=[O:34])[CH2:31][CH2:30][C:29]3[N:28]=[C:27]([O:42][CH3:43])[CH:26]=[CH:25][C:24]2=3)=[O:22])[CH:12]=[C:13]2[C:17]=1[C:16]([CH3:18])([CH3:19])[CH2:15][CH2:14]2. The yield is 0.810. (2) The reactants are C[O:2][C:3](=[O:23])[CH:4]([N:9]1[CH2:13][C:12]([O:14][C:15]2[CH:20]=[CH:19][CH:18]=[CH:17][C:16]=2[Cl:21])=[CH:11][C:10]1=[O:22])[CH2:5][CH:6]([F:8])[F:7].O1CCCC1.O.[OH-].[Li+]. The catalyst is O. The product is [Cl:21][C:16]1[CH:17]=[CH:18][CH:19]=[CH:20][C:15]=1[O:14][C:12]1[CH2:13][N:9]([CH:4]([CH2:5][CH:6]([F:8])[F:7])[C:3]([OH:23])=[O:2])[C:10](=[O:22])[CH:11]=1. The yield is 0.750. (3) The reactants are [Cl:1][C:2]1[CH:8]=[CH:7][CH:6]=[C:5]([CH3:9])[C:3]=1[NH2:4].N1C=CC=CC=1.[Cl:16][CH2:17][C:18](Cl)=[O:19].Cl. The catalyst is C(Cl)Cl. The product is [Cl:16][CH2:17][C:18]([NH:4][C:3]1[C:5]([CH3:9])=[CH:6][CH:7]=[CH:8][C:2]=1[Cl:1])=[O:19]. The yield is 0.980. (4) The reactants are [CH3:1][CH2:2][O:3][C:4](/[C:6](/Cl)=[N:7]\[OH:8])=[O:5].[CH2:10]([OH:13])[C:11]#[CH:12].CCN(CC)CC. The catalyst is C(Cl)Cl. The product is [OH:13][CH2:10][C:11]1[O:8][N:7]=[C:6]([C:4]([O:3][CH2:2][CH3:1])=[O:5])[CH:12]=1. The yield is 0.690. (5) The reactants are Cl[CH2:2][CH2:3][O:4][C:5]1[CH:13]=[C:12]2[C:8]([C:9]([C:27]#[N:28])=[C:10]([C:16]3[CH:21]=[CH:20][C:19]([NH:22][S:23]([CH3:26])(=[O:25])=[O:24])=[CH:18][CH:17]=3)[N:11]2[CH2:14][CH3:15])=[CH:7][CH:6]=1.[NH:29]1[CH2:34][CH2:33][O:32][CH2:31][CH2:30]1.[Na+].[I-].C(N(C(C)C)CC)(C)C. The catalyst is CC#N.O. The product is [C:27]([C:9]1[C:8]2[C:12](=[CH:13][C:5]([O:4][CH2:3][CH2:2][N:29]3[CH2:34][CH2:33][O:32][CH2:31][CH2:30]3)=[CH:6][CH:7]=2)[N:11]([CH2:14][CH3:15])[C:10]=1[C:16]1[CH:21]=[CH:20][C:19]([NH:22][S:23]([CH3:26])(=[O:25])=[O:24])=[CH:18][CH:17]=1)#[N:28]. The yield is 0.410.